This data is from Forward reaction prediction with 1.9M reactions from USPTO patents (1976-2016). The task is: Predict the product of the given reaction. Given the reactants [CH3:1][N:2]([CH3:49])[CH2:3][C:4]([N:6]1[C:14]2[C:9](=[CH:10][C:11]([O:47][CH3:48])=[C:12]([NH:15][C:16]3[N:17]=[C:18]([NH:35][C:36]4[CH:45]=[CH:44][CH:43]=[C:42]([F:46])[C:37]=4[C:38]([NH:40][CH3:41])=[O:39])[C:19]4[CH:24]=[CH:23][N:22](S(C5C=CC(C)=CC=5)(=O)=O)[C:20]=4[N:21]=3)[CH:13]=2)[CH2:8][CH2:7]1)=[O:5].[OH-].[K+], predict the reaction product. The product is: [OH2:5].[CH3:49][N:2]([CH3:1])[CH2:3][C:4]([N:6]1[C:14]2[C:9](=[CH:10][C:11]([O:47][CH3:48])=[C:12]([NH:15][C:16]3[NH:21][C:20]4=[N:22][CH:23]=[CH:24][C:19]4=[C:18]([NH:35][C:36]4[CH:45]=[CH:44][CH:43]=[C:42]([F:46])[C:37]=4[C:38]([NH:40][CH3:41])=[O:39])[N:17]=3)[CH:13]=2)[CH2:8][CH2:7]1)=[O:5].